From a dataset of Reaction yield outcomes from USPTO patents with 853,638 reactions. Predict the reaction yield, written as a fraction of the theoretical maximum amount of product (1.0 means a 100% yield; for example, 0.34 means a 34% yield). (1) The reactants are Cl[C:2]1[CH:7]=[CH:6][N:5]=[CH:4][C:3]=1[C:8]1[N:9]=[C:10]([CH2:13][CH2:14][CH2:15][CH2:16][NH2:17])[NH:11][CH:12]=1.[CH3:18][O-:19].[Na+].CO. No catalyst specified. The product is [CH3:18][O:19][C:2]1[CH:7]=[CH:6][N:5]=[CH:4][C:3]=1[C:8]1[N:9]=[C:10]([CH2:13][CH2:14][CH2:15][CH2:16][NH2:17])[NH:11][CH:12]=1. The yield is 0.960. (2) The reactants are Cl.[Cl:2][C:3]1[N:8]=[CH:7][C:6]([CH2:9][N:10]2[CH:15]=[CH:14][CH:13]=[CH:12][C:11]2=[NH:16])=[CH:5][CH:4]=1.[Cl:17][CH2:18][C:19](O)=[O:20].CCN=C=NCCCN(C)C.Cl. The catalyst is ClCCl.CN(C1C=CN=CC=1)C. The product is [Cl:17][CH2:18][C:19]([N:16]=[C:11]1[CH:12]=[CH:13][CH:14]=[CH:15][N:10]1[CH2:9][C:6]1[CH:7]=[N:8][C:3]([Cl:2])=[CH:4][CH:5]=1)=[O:20]. The yield is 0.0500. (3) The catalyst is CO. The yield is 0.700. The reactants are [NH2:1][CH2:2][CH:3]([C:5]1[CH:10]=[CH:9][CH:8]=[CH:7][CH:6]=1)[OH:4].[CH:11](=O)[C:12]1[CH:17]=[CH:16][CH:15]=[CH:14][CH:13]=1.[BH4-].[Na+]. The product is [CH2:11]([NH:1][CH2:2][CH:3]([C:5]1[CH:10]=[CH:9][CH:8]=[CH:7][CH:6]=1)[OH:4])[C:12]1[CH:17]=[CH:16][CH:15]=[CH:14][CH:13]=1. (4) The reactants are [CH3:1][N:2]1[C:6]([NH2:7])=[CH:5][C:4]([C:8]2[CH:13]=[CH:12][CH:11]=[CH:10][CH:9]=2)=[N:3]1.C([O:16][C:17](=O)[CH2:18][C:19](=O)[C:20]([F:23])([F:22])[F:21])C. The catalyst is C(O)(=O)C. The product is [CH3:1][N:2]1[C:6]2[NH:7][C:17](=[O:16])[CH:18]=[C:19]([C:20]([F:23])([F:22])[F:21])[C:5]=2[C:4]([C:8]2[CH:9]=[CH:10][CH:11]=[CH:12][CH:13]=2)=[N:3]1. The yield is 0.240. (5) The reactants are [CH2:1]([N:8]([CH2:23][CH2:24]O)[C:9](=[O:22])[C@H:10]([NH:14][C:15](=[O:21])[O:16][C:17]([CH3:20])([CH3:19])[CH3:18])[CH:11]([CH3:13])[CH3:12])[C:2]1[CH:7]=[CH:6][CH:5]=[CH:4][CH:3]=1.CCN(CC)CC.CS([Cl:37])(=O)=O. The catalyst is C(Cl)Cl. The product is [CH2:1]([N:8]([CH2:23][CH2:24][Cl:37])[C:9](=[O:22])[C@H:10]([NH:14][C:15](=[O:21])[O:16][C:17]([CH3:20])([CH3:19])[CH3:18])[CH:11]([CH3:13])[CH3:12])[C:2]1[CH:7]=[CH:6][CH:5]=[CH:4][CH:3]=1. The yield is 1.00.